This data is from Forward reaction prediction with 1.9M reactions from USPTO patents (1976-2016). The task is: Predict the product of the given reaction. (1) The product is: [NH2:1][C:2]1[N:7]=[C:6]([CH2:8][O:9]/[N:10]=[C:11](/[C:18]2[CH:23]=[CH:22][CH:21]=[CH:20][CH:19]=2)\[C:12]2[N:16]([CH3:24])[C:15](=[O:17])[O:14][N:13]=2)[CH:5]=[CH:4][CH:3]=1. Given the reactants [NH2:1][C:2]1[N:7]=[C:6]([CH2:8][O:9]/[N:10]=[C:11](/[C:18]2[CH:23]=[CH:22][CH:21]=[CH:20][CH:19]=2)\[C:12]2[NH:16][C:15](=[O:17])[O:14][N:13]=2)[CH:5]=[CH:4][CH:3]=1.[C:24](=O)([O-])[O-].[K+].[K+].IC, predict the reaction product. (2) The product is: [N:1]1[N:2]=[C:3]([C:10]2[CH:19]=[CH:18][C:17]3[C:12](=[C:13]([O:20][CH2:37][C:35]([C@@H:38]4[CH2:42][O:41][C:40]([CH3:44])([CH3:43])[O:39]4)([CH3:34])[CH3:36])[CH:14]=[CH:15][CH:16]=3)[N:11]=2)[N:4]2[CH:9]=[CH:8][CH:7]=[CH:6][C:5]=12. Given the reactants [N:1]1[N:2]=[C:3]([C:10]2[CH:19]=[CH:18][C:17]3[C:12](=[C:13]([OH:20])[CH:14]=[CH:15][CH:16]=3)[N:11]=2)[N:4]2[CH:9]=[CH:8][CH:7]=[CH:6][C:5]=12.[N+](C1C=CC(S(O[CH2:34][C:35]([C@@H:38]2[CH2:42][O:41][C:40]([CH3:44])([CH3:43])[O:39]2)([CH3:37])[CH3:36])(=O)=O)=CC=1)([O-])=O.C(=O)([O-])[O-].[Cs+].[Cs+].CN(C)C(=O)C, predict the reaction product. (3) Given the reactants [O:1]1[CH2:6][CH2:5][N:4]([CH2:7][CH:8]2[S:12][C:11]([C:13]3[NH:14][C:15]4[C:20]([CH:21]=3)=[CH:19][CH:18]=[CH:17][C:16]=4[NH:22][S:23]([C:26]3[S:27][CH:28]=[CH:29][CH:30]=3)(=[O:25])=[O:24])=[N:10][CH2:9]2)[CH2:3][CH2:2]1.C(=O)([O-])[O-].[K+].[K+].[F:37][CH:38]([F:40])I, predict the reaction product. The product is: [F:37][CH:38]([F:40])[N:22]([C:16]1[CH:17]=[CH:18][CH:19]=[C:20]2[C:15]=1[NH:14][C:13]([C:11]1[S:12][CH:8]([CH2:7][N:4]3[CH2:3][CH2:2][O:1][CH2:6][CH2:5]3)[CH2:9][N:10]=1)=[CH:21]2)[S:23]([C:26]1[S:27][CH:28]=[CH:29][CH:30]=1)(=[O:24])=[O:25]. (4) Given the reactants F[C:2]1[CH:7]=[CH:6][CH:5]=[C:4]([C:8]([F:11])([F:10])[F:9])[C:3]=1[C:12]#[N:13].[NH3:14], predict the reaction product. The product is: [NH2:14][C:2]1[CH:7]=[CH:6][CH:5]=[C:4]([C:8]([F:11])([F:10])[F:9])[C:3]=1[C:12]#[N:13]. (5) Given the reactants [Cl-].[NH4+].[CH2:3]([S:19][CH2:20][C:21]1[CH:26]=[CH:25][C:24]([N+:27]([O-])=O)=[CH:23][CH:22]=1)[CH2:4][CH2:5][CH2:6][CH2:7][CH2:8][CH2:9][CH2:10][CH2:11][CH2:12][CH2:13][CH2:14][CH2:15][CH2:16][CH2:17][CH3:18].O, predict the reaction product. The product is: [CH2:3]([S:19][CH2:20][C:21]1[CH:26]=[CH:25][C:24]([NH2:27])=[CH:23][CH:22]=1)[CH2:4][CH2:5][CH2:6][CH2:7][CH2:8][CH2:9][CH2:10][CH2:11][CH2:12][CH2:13][CH2:14][CH2:15][CH2:16][CH2:17][CH3:18]. (6) Given the reactants [CH3:1][O:2][C:3]1[CH:4]=[C:5](B(O)O)[CH:6]=[C:7]([O:11][CH3:12])[C:8]=1[O:9][CH3:10].Cl[C:17]1[CH:18]=[C:19]([CH:25]=[CH:26][N:27]=1)[C:20]([O:22][CH2:23][CH3:24])=[O:21].C1(C)C=CC=CC=1.C(=O)([O-])[O-].[Na+].[Na+], predict the reaction product. The product is: [CH3:1][O:2][C:3]1[CH:4]=[C:5]([C:17]2[CH:18]=[C:19]([CH:25]=[CH:26][N:27]=2)[C:20]([O:22][CH2:23][CH3:24])=[O:21])[CH:6]=[C:7]([O:11][CH3:12])[C:8]=1[O:9][CH3:10]. (7) Given the reactants [CH3:1][O:2][C:3]1[C:4]([C:6]([NH:11][C:12]2[C:21]3[C:16](=[CH:17][C:18]([O:24][CH2:25][CH2:26][O:27][CH3:28])=[C:19]([O:22][CH3:23])[CH:20]=3)[N:15]=[CH:14][N:13]=2)=[CH:7][C:8](=[O:10])[CH:9]=1)=[O:5].[SH:29][C:30]1[CH:35]=[CH:34][CH:33]=[CH:32][N:31]=1, predict the reaction product. The product is: [CH3:1][O:2][C:3]1[C:4](=[O:5])[C:6]([NH:11][C:12]2[C:21]3[C:16](=[CH:17][C:18]([O:24][CH2:25][CH2:26][O:27][CH3:28])=[C:19]([O:22][CH3:23])[CH:20]=3)[N:15]=[CH:14][N:13]=2)=[C:7]([S:29][C:30]2[CH:35]=[CH:34][CH:33]=[CH:32][N:31]=2)[C:8]([CH:9]=1)=[O:10].